This data is from Catalyst prediction with 721,799 reactions and 888 catalyst types from USPTO. The task is: Predict which catalyst facilitates the given reaction. (1) Reactant: [Br:1][C:2]1[C:3]([O:10][CH3:11])=[N:4][C:5]([CH2:8][OH:9])=[CH:6][CH:7]=1.[CH3:12]I. Product: [Br:1][C:2]1[C:3]([O:10][CH3:11])=[N:4][C:5]([CH2:8][O:9][CH3:12])=[CH:6][CH:7]=1. The catalyst class is: 1. (2) Reactant: [C:1]([O:5][C:6]([N:8]1[CH2:17][CH2:16][C:15]2[C:10](=[CH:11][CH:12]=[C:13]([OH:18])[CH:14]=2)[CH2:9]1)=[O:7])([CH3:4])([CH3:3])[CH3:2].C(=O)([O-])[O-].[Cs+].[Cs+].[C:25]([CH:29]1[CH2:34][CH2:33][CH:32](OS(C)(=O)=O)[CH2:31][CH2:30]1)([CH3:28])([CH3:27])[CH3:26].CC(=O)CC. Product: [C:1]([O:5][C:6]([N:8]1[CH2:17][CH2:16][C:15]2[C:10](=[CH:11][CH:12]=[C:13]([O:18][CH:32]3[CH2:33][CH2:34][CH:29]([C:25]([CH3:28])([CH3:27])[CH3:26])[CH2:30][CH2:31]3)[CH:14]=2)[CH2:9]1)=[O:7])([CH3:4])([CH3:2])[CH3:3]. The catalyst class is: 218. (3) Reactant: O1[C:5]2([CH2:10][CH2:9][CH:8]([NH:11][C:12](=[O:26])[C:13]3[CH:18]=[CH:17][C:16]([C:19]4[CH:24]=[CH:23][CH:22]=[C:21]([F:25])[CH:20]=4)=[N:15][CH:14]=3)[CH2:7][CH2:6]2)[O:4]CC1.Cl.[OH-].[Na+]. Product: [F:25][C:21]1[CH:20]=[C:19]([C:16]2[CH:17]=[CH:18][C:13]([C:12]([NH:11][CH:8]3[CH2:7][CH2:6][C:5](=[O:4])[CH2:10][CH2:9]3)=[O:26])=[CH:14][N:15]=2)[CH:24]=[CH:23][CH:22]=1. The catalyst class is: 6. (4) Product: [O:41]=[C:39]1[NH:40][C:35]2[CH:34]=[CH:33][CH:32]=[C:26]([NH:25][C:23]([NH:13][CH2:12][C:11]3[C:6]([N:1]4[CH2:5][CH2:4][CH2:3][CH2:2]4)=[N:7][C:8]([C:14]([F:17])([F:15])[F:16])=[CH:9][CH:10]=3)=[O:24])[C:27]=2[O:37][CH2:38]1. Reactant: [N:1]1([C:6]2[C:11]([CH2:12][NH2:13])=[CH:10][CH:9]=[C:8]([C:14]([F:17])([F:16])[F:15])[N:7]=2)[CH2:5][CH2:4][CH2:3][CH2:2]1.C1N=CN([C:23]([N:25]2C=N[CH:27]=[CH:26]2)=[O:24])C=1.NC1C2[O:37][CH2:38][C:39](=[O:41])[NH:40][C:35]=2[CH:34]=[CH:33][CH:32]=1. The catalyst class is: 118. (5) Reactant: [Na].[NH2:2][CH:3]([CH2:9][SH:10])[C:4]([O:6]CC)=[O:5].[Cl:11][C:12]1[CH:13]=[C:14]([N:27]2[C:32](=[O:33])[NH:31][C:30](=[O:34])[CH:29]=[N:28]2)[CH:15]=[CH:16][C:17]=1[CH:18](Cl)[C:19]1[CH:24]=[CH:23][C:22]([Cl:25])=[CH:21][CH:20]=1.N12CCCN=C1CCC[CH2:37][CH2:36]2. Product: [CH2:36]([NH:2][CH:3]([CH2:9][S:10][CH:18]([C:19]1[CH:24]=[CH:23][C:22]([Cl:25])=[CH:21][CH:20]=1)[C:17]1[CH:16]=[CH:15][C:14]([N:27]2[C:32](=[O:33])[NH:31][C:30](=[O:34])[CH:29]=[N:28]2)=[CH:13][C:12]=1[Cl:11])[C:4]([OH:6])=[O:5])[CH3:37]. The catalyst class is: 219. (6) Reactant: [C:1]([N:8]1[CH2:12][CH2:11][C@H:10]([OH:13])[C@H:9]1[C:14]([OH:16])=[O:15])([O:3][C:4]([CH3:7])([CH3:6])[CH3:5])=[O:2].[C:17](=O)([O-])[O-].[K+].[K+].IC. Product: [C:1]([N:8]1[CH2:12][CH2:11][C@H:10]([OH:13])[C@H:9]1[C:14]([O:16][CH3:17])=[O:15])([O:3][C:4]([CH3:7])([CH3:6])[CH3:5])=[O:2]. The catalyst class is: 163. (7) Reactant: C([O:4][C@H:5]1[C@H:10]([C:11]2[CH:16]=[CH:15][C:14]([Cl:17])=[C:13]([CH2:18][C:19]3[CH:24]=[CH:23][C:22]([C:25](=[O:27])[CH3:26])=[CH:21][CH:20]=3)[CH:12]=2)[C@@H:9]([O:28]C(=O)C)[C@H:8]([CH2:32][O:33]C(=O)C)[C@@H:7]([O:37]C(=O)C)[C@@H:6]1[O:41]C(=O)C)(=O)C.[OH-].[Na+].Cl. Product: [Cl:17][C:14]1[CH:15]=[CH:16][C:11]([C@@H:10]2[C@@H:9]([OH:28])[C@H:8]([CH2:32][OH:33])[C@@H:7]([OH:37])[C@H:6]([OH:41])[C@H:5]2[OH:4])=[CH:12][C:13]=1[CH2:18][C:19]1[CH:20]=[CH:21][C:22]([C:25](=[O:27])[CH3:26])=[CH:23][CH:24]=1. The catalyst class is: 5. (8) Reactant: [CH3:1][C:2]1[C:7]([C:8]([F:11])([F:10])[F:9])=[CH:6][CH:5]=[CH:4][C:3]=1[CH2:12][C:13]1[C:14]([NH2:19])=[N:15][NH:16][C:17]=1[NH2:18].[C:20](OC)(=[O:26])[CH2:21][C:22](OC)=[O:23].C[O-].[Na+]. Product: [NH2:18][C:17]1[C:13]([CH2:12][C:3]2[CH:4]=[CH:5][CH:6]=[C:7]([C:8]([F:9])([F:10])[F:11])[C:2]=2[CH3:1])=[C:14]2[NH:19][C:20](=[O:26])[CH2:21][C:22](=[O:23])[N:15]2[N:16]=1. The catalyst class is: 5. (9) Reactant: [C:1]([C@H:5]1[C@@H:11]([CH2:12][C:13]2[CH:18]=[CH:17][CH:16]=[CH:15][CH:14]=2)[CH2:10][C@H:9]2[N:19]([CH3:20])[C@@H:6]1[CH2:7][CH2:8]2)([O:3][CH3:4])=[O:2].C[O-].[Na+]. Product: [C:1]([C@@H:5]1[C@@H:11]([CH2:12][C:13]2[CH:18]=[CH:17][CH:16]=[CH:15][CH:14]=2)[CH2:10][C@H:9]2[N:19]([CH3:20])[C@@H:6]1[CH2:7][CH2:8]2)([O:3][CH3:4])=[O:2]. The catalyst class is: 5. (10) Reactant: [C:1]([O:4][CH2:5][CH2:6][C:7]([C:9]1[S:10][C:11]([Br:14])=[CH:12][CH:13]=1)=[O:8])(=[O:3])[CH3:2].[BH4-].[Na+]. Product: [C:1]([O:4][CH2:5][CH2:6][CH:7]([C:9]1[S:10][C:11]([Br:14])=[CH:12][CH:13]=1)[OH:8])(=[O:3])[CH3:2]. The catalyst class is: 1.